Task: Predict the product of the given reaction.. Dataset: Forward reaction prediction with 1.9M reactions from USPTO patents (1976-2016) (1) Given the reactants Cl[C:2]1[N:7]=[CH:6][N:5]=[C:4]([NH2:8])[C:3]=1[C:9]1[N:13]=[CH:12][N:11]([CH3:14])[N:10]=1.[NH2:15][C@H:16]([C:18]1[N:27]([CH:28]2[CH2:30][CH2:29]2)[C:26](=[O:31])[C:25]2[C:20](=[CH:21][CH:22]=[CH:23][C:24]=2[Cl:32])[N:19]=1)[CH3:17].CCN(C(C)C)C(C)C.C(Cl)Cl.CO, predict the reaction product. The product is: [NH2:8][C:4]1[N:5]=[CH:6][N:7]=[C:2]([NH:15][C@H:16]([C:18]2[N:27]([CH:28]3[CH2:30][CH2:29]3)[C:26](=[O:31])[C:25]3[C:20](=[CH:21][CH:22]=[CH:23][C:24]=3[Cl:32])[N:19]=2)[CH3:17])[C:3]=1[C:9]1[N:13]=[CH:12][N:11]([CH3:14])[N:10]=1. (2) The product is: [Br:1][C:2]1[CH:3]=[C:4]([N:13]([CH:14]([CH2:16][CH3:17])[CH3:15])[CH3:20])[C:5]([CH3:12])=[C:6]([CH:11]=1)[C:7]([O:9][CH3:10])=[O:8]. Given the reactants [Br:1][C:2]1[CH:3]=[C:4]([NH:13][CH:14]([CH2:16][CH3:17])[CH3:15])[C:5]([CH3:12])=[C:6]([CH:11]=1)[C:7]([O:9][CH3:10])=[O:8].C=O.[C:20]([BH3-])#N.[Na+], predict the reaction product. (3) The product is: [CH3:40][C:30]1[CH:29]([Si:26]([CH:23]2[C:22]3[CH:21]=[CH:20][CH:19]=[CH:18][C:17]=3[C:16]3[C:24]2=[CH:12][CH:13]=[CH:14][CH:15]=3)([CH3:28])[CH3:27])[C:37]2[C:32]([CH:31]=1)=[C:33]([CH3:39])[CH:34]=[CH:35][C:36]=2[CH3:38]. Given the reactants [Li]CCCC.CCCCCC.[CH:12]1[C:24]2[CH2:23][C:22]3[C:17](=[CH:18][CH:19]=[CH:20][CH:21]=3)[C:16]=2[CH:15]=[CH:14][CH:13]=1.Cl[Si:26]([CH:29]1[C:37]2[C:32](=[C:33]([CH3:39])[CH:34]=[CH:35][C:36]=2[CH3:38])[CH:31]=[C:30]1[CH3:40])([CH3:28])[CH3:27].[Li], predict the reaction product. (4) Given the reactants [CH3:1][N:2]1[C:6]([CH:7]=O)=[CH:5][C:4]([CH3:9])=[N:3]1.[CH3:10][O:11][CH2:12][CH2:13][NH2:14].[C:15]1(=[O:26])[O:21][C:19](=O)[C:18]2=[CH:22][CH:23]=[CH:24][CH:25]=[C:17]2[CH2:16]1.[CH3:27][O:28][C:29]1[CH:30]=[C:31]([CH:33]=[CH:34][CH:35]=1)[NH2:32], predict the reaction product. The product is: [CH3:1][N:2]1[C:6]([CH:7]2[CH:16]([C:15]([NH:32][C:31]3[CH:33]=[CH:34][CH:35]=[C:29]([O:28][CH3:27])[CH:30]=3)=[O:26])[C:17]3[C:18](=[CH:22][CH:23]=[CH:24][CH:25]=3)[C:19](=[O:21])[N:14]2[CH2:13][CH2:12][O:11][CH3:10])=[CH:5][C:4]([CH3:9])=[N:3]1. (5) Given the reactants [CH3:1][C@H:2]1[N:7]([CH2:8][C:9]([F:12])([F:11])[F:10])[C:6](=[O:13])[CH:5]([NH:14]C(=O)OC(C)(C)C)[CH2:4][C@H:3]1[C:22]1[CH:27]=[CH:26][CH:25]=[CH:24][C:23]=1[CH3:28].Cl.[CH3:30][C:31]1[CH:39]=[CH:38][C:34]([C:35]([OH:37])=[O:36])=[CH:33][CH:32]=1, predict the reaction product. The product is: [CH3:30][C:31]1[CH:39]=[CH:38][C:34]([C:35]([O-:37])=[O:36])=[CH:33][CH:32]=1.[CH3:1][C@H:2]1[N:7]([CH2:8][C:9]([F:11])([F:12])[F:10])[C:6](=[O:13])[C@@H:5]([NH3+:14])[CH2:4][C@H:3]1[C:22]1[CH:27]=[CH:26][CH:25]=[CH:24][C:23]=1[CH3:28].